Dataset: Full USPTO retrosynthesis dataset with 1.9M reactions from patents (1976-2016). Task: Predict the reactants needed to synthesize the given product. Given the product [CH2:27]([O:26][C:24]([NH:23][CH2:22][CH2:21][CH2:20][CH:19]([NH:34][C:35]([O:37][C:38]([CH3:41])([CH3:40])[CH3:39])=[O:36])[C:18]([N:14]1[CH2:15][CH2:16][CH2:17][CH:13]1[CH2:12][C:11]1[C:10]2[CH:43]=[CH:44][CH:45]=[CH:46][C:9]=2[O:8][C:7]=1[CH2:6][CH2:5][C:4]([OH:47])=[O:3])=[O:42])=[O:25])[C:28]1[CH:33]=[CH:32][CH:31]=[CH:30][CH:29]=1, predict the reactants needed to synthesize it. The reactants are: C([O:3][C:4](=[O:47])[CH2:5][CH2:6][C:7]1[O:8][C:9]2[CH:46]=[CH:45][CH:44]=[CH:43][C:10]=2[C:11]=1[CH2:12][CH:13]1[CH2:17][CH2:16][CH2:15][N:14]1[C:18](=[O:42])[CH:19]([NH:34][C:35]([O:37][C:38]([CH3:41])([CH3:40])[CH3:39])=[O:36])[CH2:20][CH2:21][CH2:22][NH:23][C:24]([O:26][CH2:27][C:28]1[CH:33]=[CH:32][CH:31]=[CH:30][CH:29]=1)=[O:25])C.[OH-].[Na+].